This data is from Reaction yield outcomes from USPTO patents with 853,638 reactions. The task is: Predict the reaction yield, written as a fraction of the theoretical maximum amount of product (1.0 means a 100% yield; for example, 0.34 means a 34% yield). (1) The reactants are C(OC([N:8]1[CH2:13][CH2:12][N:11]([CH2:14][C:15]2[CH:20]=[CH:19][CH:18]=[CH:17][C:16]=2[C:21]2[CH:26]=[CH:25][CH:24]=[CH:23][CH:22]=2)[CH2:10][CH2:9]1)=O)(C)(C)C.C(O)(C(F)(F)F)=O. The catalyst is ClCCl. The product is [C:16]1([C:21]2[CH:26]=[CH:25][CH:24]=[CH:23][CH:22]=2)[CH:17]=[CH:18][CH:19]=[CH:20][C:15]=1[CH2:14][N:11]1[CH2:10][CH2:9][NH:8][CH2:13][CH2:12]1. The yield is 0.920. (2) The reactants are [CH3:1][C:2]([CH3:28])([CH3:27])[C:3](=[O:26])[CH2:4][O:5][C:6]1[CH:11]=[CH:10][C:9]([C:12]([C:17]2[CH:24]=[CH:23][C:20]([C:21]#[N:22])=[CH:19][CH:18]=2)([CH2:15][CH3:16])[CH2:13][CH3:14])=[CH:8][C:7]=1[CH3:25].CN(C=O)C.[N-:34]=[N+:35]=[N-:36].[Na+].N(CC)(CC)CC.Cl. The catalyst is CCOC(C)=O. The product is [CH2:13]([C:12]([C:9]1[CH:10]=[CH:11][C:6]([O:5][CH2:4][C:3](=[O:26])[C:2]([CH3:1])([CH3:27])[CH3:28])=[C:7]([CH3:25])[CH:8]=1)([C:17]1[CH:18]=[CH:19][C:20]([C:21]2[NH:36][N:35]=[N:34][N:22]=2)=[CH:23][CH:24]=1)[CH2:15][CH3:16])[CH3:14]. The yield is 0.660.